Dataset: NCI-60 drug combinations with 297,098 pairs across 59 cell lines. Task: Regression. Given two drug SMILES strings and cell line genomic features, predict the synergy score measuring deviation from expected non-interaction effect. (1) Drug 1: CC1CCC2CC(C(=CC=CC=CC(CC(C(=O)C(C(C(=CC(C(=O)CC(OC(=O)C3CCCCN3C(=O)C(=O)C1(O2)O)C(C)CC4CCC(C(C4)OC)OCCO)C)C)O)OC)C)C)C)OC. Drug 2: CCN(CC)CCNC(=O)C1=C(NC(=C1C)C=C2C3=C(C=CC(=C3)F)NC2=O)C. Cell line: NCIH23. Synergy scores: CSS=1.73, Synergy_ZIP=0.827, Synergy_Bliss=-1.41, Synergy_Loewe=1.84, Synergy_HSA=-2.50. (2) Drug 1: CCC1(CC2CC(C3=C(CCN(C2)C1)C4=CC=CC=C4N3)(C5=C(C=C6C(=C5)C78CCN9C7C(C=CC9)(C(C(C8N6C=O)(C(=O)OC)O)OC(=O)C)CC)OC)C(=O)OC)O.OS(=O)(=O)O. Synergy scores: CSS=46.1, Synergy_ZIP=1.43, Synergy_Bliss=-2.25, Synergy_Loewe=-19.3, Synergy_HSA=-2.98. Drug 2: CC1CCCC2(C(O2)CC(NC(=O)CC(C(C(=O)C(C1O)C)(C)C)O)C(=CC3=CSC(=N3)C)C)C. Cell line: OVCAR-5. (3) Drug 1: CC1=C(C=C(C=C1)NC(=O)C2=CC=C(C=C2)CN3CCN(CC3)C)NC4=NC=CC(=N4)C5=CN=CC=C5. Drug 2: C1=CC=C(C(=C1)C(C2=CC=C(C=C2)Cl)C(Cl)Cl)Cl. Cell line: BT-549. Synergy scores: CSS=-8.19, Synergy_ZIP=2.41, Synergy_Bliss=-2.72, Synergy_Loewe=-6.52, Synergy_HSA=-6.77. (4) Drug 1: CS(=O)(=O)C1=CC(=C(C=C1)C(=O)NC2=CC(=C(C=C2)Cl)C3=CC=CC=N3)Cl. Drug 2: COC1=C2C(=CC3=C1OC=C3)C=CC(=O)O2. Cell line: DU-145. Synergy scores: CSS=7.27, Synergy_ZIP=1.56, Synergy_Bliss=6.98, Synergy_Loewe=4.52, Synergy_HSA=4.10. (5) Drug 1: C1=CC(=CC=C1CCCC(=O)O)N(CCCl)CCCl. Drug 2: C1CNP(=O)(OC1)N(CCCl)CCCl. Cell line: HOP-62. Synergy scores: CSS=21.8, Synergy_ZIP=1.27, Synergy_Bliss=-5.69, Synergy_Loewe=-21.9, Synergy_HSA=-5.53. (6) Drug 1: C1CC(C1)(C(=O)O)C(=O)O.[NH2-].[NH2-].[Pt+2]. Drug 2: CN1C2=C(C=C(C=C2)N(CCCl)CCCl)N=C1CCCC(=O)O.Cl. Cell line: MDA-MB-231. Synergy scores: CSS=-0.184, Synergy_ZIP=1.06, Synergy_Bliss=2.99, Synergy_Loewe=-2.67, Synergy_HSA=-0.643. (7) Drug 1: CC12CCC3C(C1CCC2=O)CC(=C)C4=CC(=O)C=CC34C. Drug 2: CN(C)C1=NC(=NC(=N1)N(C)C)N(C)C. Cell line: TK-10. Synergy scores: CSS=40.9, Synergy_ZIP=3.04, Synergy_Bliss=7.06, Synergy_Loewe=-24.4, Synergy_HSA=3.56.